From a dataset of Full USPTO retrosynthesis dataset with 1.9M reactions from patents (1976-2016). Predict the reactants needed to synthesize the given product. (1) Given the product [F:34][C:32]([F:35])([F:33])[C:30]1[CH:29]=[C:5]([CH:4]=[C:3]([C:2]([F:1])([F:36])[F:37])[CH:31]=1)[CH2:6][N:7]([CH2:15][C:16]1[CH:24]=[C:23]([C:25]([F:27])([F:26])[F:28])[CH:22]=[CH:21][C:17]=1[NH:59][C:62](=[O:65])[O:47][CH2:48][CH3:53])[C:8]1[N:13]=[CH:12][C:11]([Br:14])=[CH:10][N:9]=1, predict the reactants needed to synthesize it. The reactants are: [F:1][C:2]([F:37])([F:36])[C:3]1[CH:4]=[C:5]([CH:29]=[C:30]([C:32]([F:35])([F:34])[F:33])[CH:31]=1)[CH2:6][N:7]([CH2:15][C:16]1[CH:24]=[C:23]([C:25]([F:28])([F:27])[F:26])[CH:22]=[CH:21][C:17]=1C(O)=O)[C:8]1[N:13]=[CH:12][C:11]([Br:14])=[CH:10][N:9]=1.O(P(N=[N+]=[N-])([O:47][C:48]1[CH:53]=CC=CC=1)=O)C1C=CC=CC=1.C([N:59]([CH2:62]C)CC)C.Cl.[O:65]1CCCC1. (2) Given the product [Cl:1][C:2]1[CH:3]=[CH:4][CH:5]=[C:6]2[C:15]=1[C:9]1([CH2:10][CH2:11][N:12]([C:23](=[O:24])/[CH:22]=[CH:21]/[C:20]3[C:19]([Cl:18])=[CH:29][CH:28]=[CH:27][C:26]=3[Cl:30])[CH2:13][CH2:14]1)[N:8]([CH3:16])[C:7]2=[O:17], predict the reactants needed to synthesize it. The reactants are: [Cl:1][C:2]1[CH:3]=[CH:4][CH:5]=[C:6]2[C:15]=1[C:9]1([CH2:14][CH2:13][NH:12][CH2:11][CH2:10]1)[N:8]([CH3:16])[C:7]2=[O:17].[Cl:18][C:19]1[CH:29]=[CH:28][CH:27]=[C:26]([Cl:30])[C:20]=1[CH:21]=[CH:22][C:23](O)=[O:24]. (3) The reactants are: [C:1]([C:3]1[CH:4]=[C:5]([C:22]2[N:27]=[CH:26][N:25]=[C:24]([NH:28][C:29]3[CH:34]=[CH:33][C:32]([C@H:35]4[CH2:39][CH2:38][CH2:37][N:36]4C(OC(C)(C)C)=O)=[CH:31][CH:30]=3)[N:23]=2)[CH:6]=[CH:7][C:8]=1[O:9][C@H:10]1[CH2:15][CH2:14][N:13]([C:16](=[O:20])[C@@H:17]([OH:19])[CH3:18])[CH2:12][C@H:11]1[F:21])#[N:2].C(O)(C(F)(F)F)=O. Given the product [F:21][C@H:11]1[C@@H:10]([O:9][C:8]2[CH:7]=[CH:6][C:5]([C:22]3[N:23]=[C:24]([NH:28][C:29]4[CH:30]=[CH:31][C:32]([C@H:35]5[CH2:39][CH2:38][CH2:37][NH:36]5)=[CH:33][CH:34]=4)[N:25]=[CH:26][N:27]=3)=[CH:4][C:3]=2[C:1]#[N:2])[CH2:15][CH2:14][N:13]([C:16](=[O:20])[C@@H:17]([OH:19])[CH3:18])[CH2:12]1, predict the reactants needed to synthesize it. (4) Given the product [OH:28][C:21]1[C:22]([C:23]([O:25][CH2:26][CH3:27])=[O:24])=[C:12]([C:14]2[CH:19]=[CH:18][C:17]([CH3:20])=[CH:16][CH:15]=2)[C:11]2[CH:10]=[C:9]3[CH:8]=[CH:7][CH:6]=[CH:5][C:4]3=[N:3][C:2]=2[N:1]=1, predict the reactants needed to synthesize it. The reactants are: [NH2:1][C:2]1[C:11]([C:12]([C:14]2[CH:19]=[CH:18][C:17]([CH3:20])=[CH:16][CH:15]=2)=O)=[CH:10][C:9]2[C:4](=[CH:5][CH:6]=[CH:7][CH:8]=2)[N:3]=1.[C:21](OCC)(=[O:28])[CH2:22][C:23]([O:25][CH2:26][CH3:27])=[O:24].[O-]CC.[Na+]. (5) Given the product [CH:1]1([C:5]2[CH:10]=[CH:9][C:8]([CH2:11][S:12][CH3:13])=[CH:7][C:6]=2[CH2:14][NH:15][C:29]([NH:28][C:25]2[N:24]([C:38]3[CH:39]=[CH:40][CH:41]=[CH:42][CH:43]=3)[N:23]=[C:22]([C:20]3[CH:19]=[N:18][N:17]([CH3:16])[CH:21]=3)[C:26]=2[CH3:27])=[O:30])[CH2:2][CH2:3][CH2:4]1, predict the reactants needed to synthesize it. The reactants are: [CH:1]1([C:5]2[CH:10]=[CH:9][C:8]([CH2:11][S:12][CH3:13])=[CH:7][C:6]=2[CH2:14][NH2:15])[CH2:4][CH2:3][CH2:2]1.[CH3:16][N:17]1[CH:21]=[C:20]([C:22]2[C:26]([CH3:27])=[C:25]([NH:28][C:29](=O)[O:30]C3C=CC=CC=3)[N:24]([C:38]3[CH:43]=[CH:42][CH:41]=[CH:40][CH:39]=3)[N:23]=2)[CH:19]=[N:18]1. (6) Given the product [C:6]([C:8]1[CH:13]=[CH:12][C:11]([C:14]2[C:15]([CH3:49])([CH3:48])[C@H:16]3[C@:29]([CH3:32])([CH2:30][CH:31]=2)[C@@H:28]2[C@:19]([CH3:47])([C@@:20]4([CH3:46])[C@H:25]([CH2:26][CH2:27]2)[C@H:24]2[C@H:33]([C:36]([CH2:38][NH:39][CH2:40][CH2:41][OH:42])=[CH2:37])[CH2:34][CH2:35][C@:23]2([C:43]([OH:45])=[O:44])[CH2:22][CH2:21]4)[CH2:18][CH2:17]3)=[CH:10][CH:9]=1)([OH:7])=[O:5], predict the reactants needed to synthesize it. The reactants are: C([O:5][C:6]([C:8]1[CH:13]=[CH:12][C:11]([C:14]2[C:15]([CH3:49])([CH3:48])[C@H:16]3[C@:29]([CH3:32])([CH2:30][CH:31]=2)[C@@H:28]2[C@:19]([CH3:47])([C@@:20]4([CH3:46])[C@H:25]([CH2:26][CH2:27]2)[C@H:24]2[C@H:33]([C:36]([CH2:38][NH:39][CH2:40][CH2:41][OH:42])=[CH2:37])[CH2:34][CH2:35][C@:23]2([C:43]([OH:45])=[O:44])[CH2:22][CH2:21]4)[CH2:18][CH2:17]3)=[CH:10][CH:9]=1)=[O:7])(C)(C)C.C(O)(C(F)(F)F)=O. (7) Given the product [CH2:5]([O:12][CH:13]1[C@@H:18]([NH2:19])[C@H:17]([O:27][CH2:28][C:29]2[CH:34]=[CH:33][CH:32]=[CH:31][CH:30]=2)[C@@H:16]([O:35][CH2:36][C:37]2[CH:38]=[CH:39][CH:40]=[CH:41][CH:42]=2)[C@@H:15]([CH2:43][O:44][CH2:45][C:46]2[CH:47]=[CH:48][CH:49]=[CH:50][CH:51]=2)[O:14]1)[C:6]1[CH:7]=[CH:8][CH:9]=[CH:10][CH:11]=1, predict the reactants needed to synthesize it. The reactants are: C(O)(=O)C.[CH2:5]([O:12][CH:13]1[C@@H:18]([NH:19]C(=O)OC(C)(C)C)[C@H:17]([O:27][CH2:28][C:29]2[CH:34]=[CH:33][CH:32]=[CH:31][CH:30]=2)[C@@H:16]([O:35][CH2:36][C:37]2[CH:42]=[CH:41][CH:40]=[CH:39][CH:38]=2)[C@@H:15]([CH2:43][O:44][CH2:45][C:46]2[CH:51]=[CH:50][CH:49]=[CH:48][CH:47]=2)[O:14]1)[C:6]1[CH:11]=[CH:10][CH:9]=[CH:8][CH:7]=1.FC(F)(F)C(O)=O.